Dataset: Reaction yield outcomes from USPTO patents with 853,638 reactions. Task: Predict the reaction yield, written as a fraction of the theoretical maximum amount of product (1.0 means a 100% yield; for example, 0.34 means a 34% yield). (1) The yield is 0.470. The catalyst is C1(C)C=CC=CC=1.C([O-])([O-])=O.[Na+].[Na+].O.C1C=CC(/C=C/C(/C=C/C2C=CC=CC=2)=O)=CC=1.C1C=CC(/C=C/C(/C=C/C2C=CC=CC=2)=O)=CC=1.C1C=CC(/C=C/C(/C=C/C2C=CC=CC=2)=O)=CC=1.[Pd].[Pd]. The product is [NH2:93][C:18]1[C:17]([CH2:20][O:21][C:22]2[CH:27]=[CH:26][CH:25]=[CH:24][CH:23]=2)=[N:16][N:13]2[CH2:14][CH2:15][N:10]([C:8]([C:5]3[CH:6]=[CH:7][C:2]([F:1])=[CH:3][CH:4]=3)=[O:9])[CH2:11][C:12]=12. The reactants are [F:1][C:2]1[CH:7]=[CH:6][C:5]([C:8]([N:10]2[CH2:15][CH2:14][N:13]3[N:16]=[C:17]([CH2:20][O:21][C:22]4[CH:27]=[CH:26][CH:25]=[CH:24][CH:23]=4)[C:18](I)=[C:12]3[CH2:11]2)=[O:9])=[CH:4][CH:3]=1.CC(C)([O-])C.[Na+].C1(P(C2C=CC=CC=2)C2C=CC3C(=CC=CC=3)C=2C2C3C(=CC=CC=3)C=CC=2P(C2C=CC=CC=2)C2C=CC=CC=2)C=CC=CC=1.C(=[NH:93])(C1C=CC=CC=1)C1C=CC=CC=1.Cl. (2) The reactants are [CH2:1](I)[CH3:2].C([O-])([O-])=O.[K+].[K+].[CH:10]1([CH2:13][O:14][C:15]2[C:16]([C:26]3[C:35]4[C:30](=[CH:31][CH:32]=[CH:33][CH:34]=4)[C:29](=[O:36])[N:28]([CH3:37])[CH:27]=3)=[N:17][C:18]([NH:21][S:22]([CH3:25])(=[O:24])=[O:23])=[N:19][CH:20]=2)[CH2:12][CH2:11]1. The catalyst is CC#N. The product is [CH:10]1([CH2:13][O:14][C:15]2[C:16]([C:26]3[C:35]4[C:30](=[CH:31][CH:32]=[CH:33][CH:34]=4)[C:29](=[O:36])[N:28]([CH3:37])[CH:27]=3)=[N:17][C:18]([N:21]([CH2:1][CH3:2])[S:22]([CH3:25])(=[O:24])=[O:23])=[N:19][CH:20]=2)[CH2:12][CH2:11]1. The yield is 0.152. (3) The catalyst is O1CCCC1.C1(C)C=CC=CC=1.[O-2].[O-2].[Mn+4]. The reactants are [CH3:1][O:2][C:3]1[CH:8]=[CH:7][CH:6]=[CH:5][C:4]=1[N:9]1[CH:13]=[C:12]([CH3:14])[C:11]([C:15](OCC)=[O:16])=[N:10]1.[H-].[Al+3].[Li+].[H-].[H-].[H-]. The yield is 0.700. The product is [CH3:1][O:2][C:3]1[CH:8]=[CH:7][CH:6]=[CH:5][C:4]=1[N:9]1[CH:13]=[C:12]([CH3:14])[C:11]([CH:15]=[O:16])=[N:10]1. (4) The reactants are [CH3:1][O:2][C:3]1[CH:10]=[C:9]([O:11][CH3:12])[CH:8]=[CH:7][C:4]=1[CH:5]=O.[S:13]1[CH:17]=[N:16][N:15]=[C:14]1[NH2:18].[BH4-].[Na+].[OH-].[Na+]. The catalyst is C1(C)C=CC=CC=1.C(O)(=O)C. The product is [CH3:1][O:2][C:3]1[CH:10]=[C:9]([O:11][CH3:12])[CH:8]=[CH:7][C:4]=1[CH2:5][NH:18][C:14]1[S:13][CH:17]=[N:16][N:15]=1. The yield is 0.370. (5) The reactants are Cl.[NH2:2][CH2:3][C:4]1[N:8]2[C:9](=[O:21])[C:10]3[NH:11][CH:12]=[N:13][C:14]=3[N:15]([CH2:16][CH2:17][CH2:18][CH2:19][CH3:20])[C:7]2=[N:6][N:5]=1.[C:22](O)(=[O:29])[C:23]1[CH:28]=[CH:27][CH:26]=[CH:25][CH:24]=1.F[P-](F)(F)(F)(F)F.N1(O[P+](N(C)C)(N(C)C)N(C)C)C2C=CC=CC=2N=N1.C(N(CC)CC)C. The catalyst is CN(C=O)C. The product is [O:21]=[C:9]1[N:8]2[C:4]([CH2:3][NH:2][C:22](=[O:29])[C:23]3[CH:28]=[CH:27][CH:26]=[CH:25][CH:24]=3)=[N:5][N:6]=[C:7]2[N:15]([CH2:16][CH2:17][CH2:18][CH2:19][CH3:20])[C:14]2[N:13]=[CH:12][NH:11][C:10]1=2. The yield is 0.770. (6) The reactants are [C:1]([O:4][C@H:5]1[C@@H:9]([CH2:10]I)[O:8][C@@H:7]([N:12]2[CH:20]=[C:18]([CH3:19])[C:16](=[O:17])[NH:15][C:13]2=[O:14])[CH2:6]1)(=[O:3])[CH3:2].C1CN2C(=NCCC2)C1. The catalyst is CC#N. The product is [C:1]([O:4][C@H:5]1[C:9](=[CH2:10])[O:8][C@H:7]([N:12]2[CH:20]=[C:18]([CH3:19])[C:16](=[O:17])[NH:15][C:13]2=[O:14])[CH2:6]1)(=[O:3])[CH3:2]. The yield is 0.900.